Dataset: Full USPTO retrosynthesis dataset with 1.9M reactions from patents (1976-2016). Task: Predict the reactants needed to synthesize the given product. (1) Given the product [CH:27]([C:2]1[N:3]([CH2:11][O:12][CH2:13][CH2:14][Si:15]([CH3:18])([CH3:17])[CH3:16])[CH:4]=[C:5]([C:7]([O:9][CH3:10])=[O:8])[N:6]=1)=[O:28], predict the reactants needed to synthesize it. The reactants are: Br[C:2]1[N:3]([CH2:11][O:12][CH2:13][CH2:14][Si:15]([CH3:18])([CH3:17])[CH3:16])[CH:4]=[C:5]([C:7]([O:9][CH3:10])=[O:8])[N:6]=1.C([Mg]Cl)(C)C.CN([CH:27]=[O:28])C. (2) Given the product [CH:20]1([NH:23][C:24]2[S:25]/[C:26](=[CH:1]\[C:3]3[CH:4]=[C:5]4[C:10](=[CH:11][CH:12]=3)[N:9]=[CH:8][C:7]([C:13]#[N:14])=[C:6]4[O:15][CH2:16][CH:17]([CH3:19])[CH3:18])/[C:27](=[O:29])[N:28]=2)[CH2:22][CH2:21]1, predict the reactants needed to synthesize it. The reactants are: [CH:1]([C:3]1[CH:4]=[C:5]2[C:10](=[CH:11][CH:12]=1)[N:9]=[CH:8][C:7]([C:13]#[N:14])=[C:6]2[O:15][CH2:16][CH:17]([CH3:19])[CH3:18])=O.[CH:20]1([NH:23][C:24]2[S:25][CH2:26][C:27](=[O:29])[N:28]=2)[CH2:22][CH2:21]1.C([O-])(=O)C.[Na+].